Dataset: Forward reaction prediction with 1.9M reactions from USPTO patents (1976-2016). Task: Predict the product of the given reaction. (1) Given the reactants [F:1][CH:2]([CH2:12][CH2:13][N:14]1[CH:18]=[C:17]([C:19]([O:21][CH3:22])=[O:20])[N:16]=[N:15]1)[CH2:3][N:4]1[CH:8]=[C:7]([C:9]([OH:11])=O)[N:6]=[N:5]1.[F:23][C:24]([F:34])([F:33])[C:25]1[CH:30]=[CH:29][N:28]=[C:27]([CH2:31][NH2:32])[CH:26]=1.CN(C(ON1N=NC2C=CC=NC1=2)=[N+](C)C)C.F[P-](F)(F)(F)(F)F.CCN(C(C)C)C(C)C, predict the reaction product. The product is: [F:1][CH:2]([CH2:3][N:4]1[CH:8]=[C:7]([C:9](=[O:11])[NH:32][CH2:31][C:27]2[CH:26]=[C:25]([C:24]([F:34])([F:23])[F:33])[CH:30]=[CH:29][N:28]=2)[N:6]=[N:5]1)[CH2:12][CH2:13][N:14]1[CH:18]=[C:17]([C:19]([O:21][CH3:22])=[O:20])[N:16]=[N:15]1. (2) Given the reactants [C:1]1([C@@H:7]2[NH:11][C@H:10]([CH2:12][O:13][C:14]3[CH:23]=[CH:22][C:17]([C:18]([O:20][CH3:21])=[O:19])=[CH:16][CH:15]=3)[CH2:9][CH2:8]2)[CH:6]=[CH:5][CH:4]=[CH:3][CH:2]=1.[Br:24][C:25]1[CH:30]=[CH:29][CH:28]=[CH:27][C:26]=1[NH:31][C:32](=[O:45])[NH:33][C:34]1[CH:39]=[CH:38][C:37]([CH2:40][C:41](O)=[O:42])=[CH:36][C:35]=1[CH3:44].CCN=C=NCCCN(C)C.Cl.O, predict the reaction product. The product is: [Br:24][C:25]1[CH:30]=[CH:29][CH:28]=[CH:27][C:26]=1[NH:31][C:32](=[O:45])[NH:33][C:34]1[CH:39]=[CH:38][C:37]([CH2:40][C:41]([N:11]2[C@@H:7]([C:1]3[CH:2]=[CH:3][CH:4]=[CH:5][CH:6]=3)[CH2:8][CH2:9][C@H:10]2[CH2:12][O:13][C:14]2[CH:15]=[CH:16][C:17]([C:18]([O:20][CH3:21])=[O:19])=[CH:22][CH:23]=2)=[O:42])=[CH:36][C:35]=1[CH3:44].